The task is: Predict the reaction yield, written as a fraction of the theoretical maximum amount of product (1.0 means a 100% yield; for example, 0.34 means a 34% yield).. This data is from Reaction yield outcomes from USPTO patents with 853,638 reactions. (1) The reactants are [OH:1][CH:2]([CH2:8][CH:9]([CH3:11])[CH3:10])[C:3]([O:5][CH2:6][CH3:7])=[O:4].N1C=CC=CC=1.[CH3:18][S:19](O[S:19]([CH3:18])(=[O:21])=[O:20])(=[O:21])=[O:20]. The catalyst is C(Cl)Cl. The product is [CH3:11][CH:9]([CH3:10])[CH2:8][CH:2]([O:1][S:19]([CH3:18])(=[O:21])=[O:20])[C:3]([O:5][CH2:6][CH3:7])=[O:4]. The yield is 0.670. (2) The reactants are [CH2:1]([OH:12])[C@H:2]1[O:8][C:6](=[O:7])[C@H:5]([OH:9])[C@@H:4]([OH:10])[C@@H:3]1[OH:11].C([N:15](CC)CC)C.[OH:20][C:21]1[CH:22]=[C:23]([CH:27]=[CH:28][C:29]=1[OH:30])[CH2:24][CH2:25][NH2:26]. The catalyst is CO. The product is [O:7]=[C:6]([NH2:15])[C@@H:5]([C@H:4]([C@@H:3]([C@@H:2]([CH2:1][OH:12])[OH:8])[OH:11])[OH:10])[OH:9].[NH2:26][CH2:25][CH2:24][C:23]1[CH:27]=[CH:28][C:29]([OH:30])=[C:21]([OH:20])[CH:22]=1. The yield is 0.486. (3) The reactants are [NH:1]1[C:9]2[C:4](=[CH:5][CH:6]=[CH:7][CH:8]=2)[C:3](/[CH:10]=[CH:11]/[C:12]2[CH:17]=[CH:16][CH:15]=[CH:14][C:13]=2[NH:18][C:19]([NH2:21])=[S:20])=[N:2]1.C(O)C.Br[CH2:26][C:27](=O)[C:28]([O:30][CH2:31][CH3:32])=[O:29].N. No catalyst specified. The product is [CH2:31]([O:30][C:28]([C:27]1[N:21]=[C:19]([NH:18][C:13]2[CH:14]=[CH:15][CH:16]=[CH:17][C:12]=2/[CH:11]=[CH:10]/[C:3]2[C:4]3[C:9](=[CH:8][CH:7]=[CH:6][CH:5]=3)[NH:1][N:2]=2)[S:20][CH:26]=1)=[O:29])[CH3:32]. The yield is 0.170.